From a dataset of Forward reaction prediction with 1.9M reactions from USPTO patents (1976-2016). Predict the product of the given reaction. (1) Given the reactants [C:1]([O:5][C:6]([N:8](C)[C@H:9]([CH2:16][O:17][Si:18]([C:21]([CH3:24])([CH3:23])[CH3:22])([CH3:20])[CH3:19])[CH2:10][CH2:11][C:12](OC)=O)=[O:7])([CH3:4])([CH3:3])[CH3:2].N1C=CC=CC=1.[C:32](Cl)(=[O:34])[CH3:33].C1C[O:39]CC1, predict the reaction product. The product is: [C:32]([O:34][CH2:12][CH2:11][CH2:10][C@H:9]([NH:8][C:6]([O:5][C:1]([CH3:2])([CH3:4])[CH3:3])=[O:7])[CH2:16][O:17][Si:18]([C:21]([CH3:22])([CH3:23])[CH3:24])([CH3:19])[CH3:20])(=[O:39])[CH3:33]. (2) Given the reactants [CH:1]1([S:4]([C:7]2[CH:12]=[CH:11][C:10]([CH:13]([C:21]3[NH:22][C:23]([C:29]4[S:30][CH:31]=[CH:32][N:33]=4)=[CH:24][C:25]=3[C:26]([OH:28])=O)[CH2:14][CH:15]3[CH2:20][CH2:19][O:18][CH2:17][CH2:16]3)=[CH:9][CH:8]=2)(=[O:6])=[O:5])[CH2:3][CH2:2]1.Cl.C[N:36](C)CCCN=C=NCC.[NH4+].ON1C2C=CC=CC=2N=N1, predict the reaction product. The product is: [CH:1]1([S:4]([C:7]2[CH:8]=[CH:9][C:10]([CH:13]([C:21]3[NH:22][C:23]([C:29]4[S:30][CH:31]=[CH:32][N:33]=4)=[CH:24][C:25]=3[C:26]([NH2:36])=[O:28])[CH2:14][CH:15]3[CH2:20][CH2:19][O:18][CH2:17][CH2:16]3)=[CH:11][CH:12]=2)(=[O:6])=[O:5])[CH2:3][CH2:2]1.